This data is from Full USPTO retrosynthesis dataset with 1.9M reactions from patents (1976-2016). The task is: Predict the reactants needed to synthesize the given product. (1) The reactants are: [CH3:1][C:2]1[N:6]=[C:5]([CH3:7])[S:4][C:3]=1/[CH:8]=[CH:9]/[C:10](N(C)C)=O.[CH2:15]([NH:17][S:18]([C:21]1[CH:26]=[CH:25][C:24]([NH:27][C:28]([NH2:30])=[NH:29])=[CH:23][CH:22]=1)(=[O:20])=[O:19])[CH3:16].CC#N. Given the product [CH3:7][C:5]1[S:4][C:3]([C:8]2[CH:9]=[CH:10][N:30]=[C:28]([NH:27][C:24]3[CH:23]=[CH:22][C:21]([S:18]([NH:17][CH2:15][CH3:16])(=[O:20])=[O:19])=[CH:26][CH:25]=3)[N:29]=2)=[C:2]([CH3:1])[N:6]=1, predict the reactants needed to synthesize it. (2) Given the product [F:46][C:43]1[CH:42]=[CH:41][C:40]([C:35](=[N:34][O:33][CH3:32])[CH2:36][CH2:37][CH2:38][N:9]2[CH2:10][CH2:11][C:6]3([N:5]([C:12]4[CH:13]=[CH:14][CH:15]=[CH:16][CH:17]=4)[CH2:4][N:3]([CH2:18][C:19]4[CH:20]=[C:21]([CH:29]=[CH:30][CH:31]=4)[C:22]([O:24][C:25]([CH3:28])([CH3:26])[CH3:27])=[O:23])[C:2]3=[O:1])[CH2:7][CH2:8]2)=[CH:45][CH:44]=1, predict the reactants needed to synthesize it. The reactants are: [O:1]=[C:2]1[C:6]2([CH2:11][CH2:10][NH:9][CH2:8][CH2:7]2)[N:5]([C:12]2[CH:17]=[CH:16][CH:15]=[CH:14][CH:13]=2)[CH2:4][N:3]1[CH2:18][C:19]1[CH:20]=[C:21]([CH:29]=[CH:30][CH:31]=1)[C:22]([O:24][C:25]([CH3:28])([CH3:27])[CH3:26])=[O:23].[CH3:32][O:33][N:34]=[C:35]([C:40]1[CH:45]=[CH:44][C:43]([F:46])=[CH:42][CH:41]=1)[CH2:36][CH2:37][CH2:38]I.C(=O)([O-])[O-].[K+].[K+]. (3) Given the product [C:1]12([CH2:11][NH:12][C:13]([C:15]3[N:20]4[CH:21]=[C:22]([CH2:24][CH2:25][N:35]5[CH2:36][CH2:37][CH:32]([OH:31])[CH2:33][CH2:34]5)[N:23]=[C:19]4[CH:18]=[CH:17][CH:16]=3)=[O:14])[CH2:8][CH:7]3[CH2:6][CH:5]([CH2:4][CH:3]([CH2:9]3)[CH2:2]1)[CH2:10]2, predict the reactants needed to synthesize it. The reactants are: [C:1]12([CH2:11][NH:12][C:13]([C:15]3[N:20]4[CH:21]=[C:22]([CH2:24][CH2:25]OS(C)(=O)=O)[N:23]=[C:19]4[CH:18]=[CH:17][CH:16]=3)=[O:14])[CH2:10][CH:5]3[CH2:6][CH:7]([CH2:9][CH:3]([CH2:4]3)[CH2:2]1)[CH2:8]2.[OH:31][CH:32]1[CH2:37][CH2:36][NH:35][CH2:34][CH2:33]1.C([O-])([O-])=O.[Cs+].[Cs+]. (4) The reactants are: [F:1][C:2]1[C:3]([C:20]2[CH:21]=[CH:22][C:23]([O:28][CH:29]3[CH2:34][CH2:33][O:32][CH2:31][CH2:30]3)=[C:24]([CH:27]=2)[C:25]#[N:26])=[C:4]2[C:8](=[CH:9][CH:10]=1)[N:7]([S:11]([C:14]1[CH:19]=[CH:18][CH:17]=[CH:16][CH:15]=1)(=[O:13])=[O:12])[CH:6]=[CH:5]2.C([N-]C(C)C)(C)C.[Li+].[I:43]I. Given the product [F:1][C:2]1[C:3]([C:20]2[CH:21]=[CH:22][C:23]([O:28][CH:29]3[CH2:34][CH2:33][O:32][CH2:31][CH2:30]3)=[C:24]([CH:27]=2)[C:25]#[N:26])=[C:4]2[C:8](=[CH:9][CH:10]=1)[N:7]([S:11]([C:14]1[CH:15]=[CH:16][CH:17]=[CH:18][CH:19]=1)(=[O:13])=[O:12])[C:6]([I:43])=[CH:5]2, predict the reactants needed to synthesize it. (5) Given the product [CH3:1][O:2][C:3]([C@@H:5]1[CH2:7][C@H:6]1[CH2:8][OH:9])=[O:4], predict the reactants needed to synthesize it. The reactants are: [CH3:1][O:2][C:3]([C@@H:5]1[CH2:7][C@H:6]1[C:8](O)=[O:9])=[O:4].B(OC)(OC)OC.[Cl-].[Na+]. (6) Given the product [CH3:15][S:16]([O:19][C:20]1[CH:21]=[CH:22][C:23]([CH:2]2[CH2:7][CH2:6][N:5]([C:8]([O:10][C:11]([CH3:14])([CH3:13])[CH3:12])=[O:9])[CH2:4][CH2:3]2)=[CH:24][CH:25]=1)(=[O:18])=[O:17], predict the reactants needed to synthesize it. The reactants are: O[CH:2]1[CH2:7][CH2:6][N:5]([C:8]([O:10][C:11]([CH3:14])([CH3:13])[CH3:12])=[O:9])[CH2:4][CH2:3]1.[CH3:15][S:16]([O:19][C:20]1[CH:25]=[CH:24][C:23](I)=[CH:22][CH:21]=1)(=[O:18])=[O:17]. (7) Given the product [CH3:16][CH:15]1[CH2:17][C:10]2[C:8]3[C:9]4[CH:1]=[CH:2][CH:3]=[CH:4][C:5]=4[S:6][C:7]=3[CH:13]=[CH:12][C:11]=2[C:14]1=[O:18], predict the reactants needed to synthesize it. The reactants are: [CH:1]1[C:9]2[C:8]3[CH:10]=[CH:11][CH:12]=[CH:13][C:7]=3[S:6][C:5]=2[CH:4]=[CH:3][CH:2]=1.[C:14](Cl)(=[O:18])[C:15]([CH3:17])=[CH2:16].[Al+3].[Cl-].[Cl-].[Cl-].